From a dataset of Tyrosyl-DNA phosphodiesterase HTS with 341,365 compounds. Binary Classification. Given a drug SMILES string, predict its activity (active/inactive) in a high-throughput screening assay against a specified biological target. (1) The compound is OC(C(C)C)(c1ccccc1)C#CCN1CCCC1. The result is 0 (inactive). (2) The drug is O=C(N1CCc2c1ccc(c2)CNC(=O)c1ccc(OC)cc1)c1ccc(cc1)C. The result is 0 (inactive). (3) The molecule is FC(F)(F)c1cc(C2N=C(N(C(=C2C(OC)=O)C)CC)NCCOC)ccc1. The result is 0 (inactive). (4) The drug is Clc1cc(NC(=O)CN(CC(=O)Nc2ccc(cc2)C)C)ccc1F. The result is 0 (inactive). (5) The drug is O(C(=O)c1cn(CCCC(=O)Nc2c(ccc(c2)C)C)c(c1)c1ccc(cc1)C)CC. The result is 0 (inactive).